Dataset: Full USPTO retrosynthesis dataset with 1.9M reactions from patents (1976-2016). Task: Predict the reactants needed to synthesize the given product. (1) Given the product [Cl:22][C:16]1[CH:17]=[C:18]([Cl:21])[CH:19]=[CH:20][C:15]=1[CH2:14][C:13]([NH:12][C:6]1[CH:5]=[C:4]([CH:9]=[CH:8][C:7]=1[O:10][CH3:11])[C:3]([OH:24])=[O:2])=[O:23], predict the reactants needed to synthesize it. The reactants are: C[O:2][C:3](=[O:24])[C:4]1[CH:9]=[CH:8][C:7]([O:10][CH3:11])=[C:6]([NH:12][C:13](=[O:23])[CH2:14][C:15]2[CH:20]=[CH:19][C:18]([Cl:21])=[CH:17][C:16]=2[Cl:22])[CH:5]=1.O.[OH-].[Li+]. (2) Given the product [O:13]1[CH2:14][CH2:15][O:16][CH:12]1[C:10]1[CH:9]=[CH:8][C:3]([C:4]([O:6][CH3:7])=[O:5])=[C:2]([F:1])[CH:11]=1, predict the reactants needed to synthesize it. The reactants are: [F:1][C:2]1[CH:11]=[C:10]([CH:12]=[O:13])[CH:9]=[CH:8][C:3]=1[C:4]([O:6][CH3:7])=[O:5].[CH2:14](O)[CH2:15][OH:16]. (3) Given the product [Cl:7][C:8]1[CH:9]=[C:10]([SH:1])[C:11](=[CH:15][CH:16]=1)[C:12]([OH:14])=[O:13], predict the reactants needed to synthesize it. The reactants are: [S-2:1].[Na+].[Na+].[S].[OH-].[Na+].[Cl:7][C:8]1[CH:9]=[C:10](N)[C:11](=[CH:15][CH:16]=1)[C:12]([OH:14])=[O:13].Cl.N([O-])=O.[Na+].N([O-])=O. (4) The reactants are: C(O[C:6](=[O:28])[NH:7][C@@H:8]([CH2:21][C:22]1[CH:27]=[CH:26][CH:25]=[CH:24][CH:23]=1)[CH:9]([C:11](=[O:20])[NH:12][CH2:13][C:14]1[CH:19]=[CH:18][CH:17]=[CH:16][CH:15]=1)[OH:10])(C)(C)C.FC(F)(F)C(O)=O.C(N(CC)C(C)C)(C)C.[O:45]1[C:50]2[CH:51]=[CH:52][CH:53]=[CH:54][C:49]=2[N:48]([CH2:55][C:56]([NH:58][C@@H:59]([CH3:76])[C:60]([NH:62][C@@H:63]([CH2:67][C:68]2[CH:73]=[CH:72][C:71]([O:74][CH3:75])=[CH:70][CH:69]=2)C(O)=O)=[O:61])=[O:57])[CH2:47][CH2:46]1.CN(C(ON1N=NC2C=CC=NC1=2)=[N+](C)C)C.F[P-](F)(F)(F)(F)F. Given the product [CH2:13]([NH:12][C:11](=[O:20])[C@@H:9]([OH:10])[CH:8]([NH:7][C:6](=[O:28])[C@@H:63]([NH:62][C:60](=[O:61])[C@@H:59]([NH:58][C:56](=[O:57])[CH2:55][N:48]1[C:49]2[CH:54]=[CH:53][CH:52]=[CH:51][C:50]=2[O:45][CH2:46][CH2:47]1)[CH3:76])[CH2:67][C:68]1[CH:69]=[CH:70][C:71]([O:74][CH3:75])=[CH:72][CH:73]=1)[CH2:21][C:22]1[CH:23]=[CH:24][CH:25]=[CH:26][CH:27]=1)[C:14]1[CH:15]=[CH:16][CH:17]=[CH:18][CH:19]=1, predict the reactants needed to synthesize it. (5) Given the product [CH:12]1([CH:15]([O:1][C:2]2[CH:3]=[C:4]([CH:9]=[CH:10][CH:11]=2)[C:5]([O:7][CH3:8])=[O:6])[CH3:16])[CH2:14][CH2:13]1, predict the reactants needed to synthesize it. The reactants are: [OH:1][C:2]1[CH:3]=[C:4]([CH:9]=[CH:10][CH:11]=1)[C:5]([O:7][CH3:8])=[O:6].[CH:12]1([CH:15](O)[CH3:16])[CH2:14][CH2:13]1.C1(P(C2C=CC=CC=2)C2C=CC=CC=2)C=CC=CC=1.CC(OC(/N=N/C(OC(C)C)=O)=O)C.